Dataset: Reaction yield outcomes from USPTO patents with 853,638 reactions. Task: Predict the reaction yield, written as a fraction of the theoretical maximum amount of product (1.0 means a 100% yield; for example, 0.34 means a 34% yield). (1) The reactants are [NH2:1][C:2]1[N:7]=[CH:6][N:5]=[C:4]2[N:8]([CH2:25][C@H:26]([NH:28]C(=O)OC(C)(C)C)[CH3:27])[N:9]=[C:10]([C:11]3[CH:16]=[CH:15][C:14]([O:17][C:18]4[CH:23]=[CH:22][CH:21]=[CH:20][CH:19]=4)=[CH:13][C:12]=3[F:24])[C:3]=12.Cl. The catalyst is C(Cl)Cl.O1CCOCC1. The product is [NH2:28][C@H:26]([CH3:27])[CH2:25][N:8]1[C:4]2=[N:5][CH:6]=[N:7][C:2]([NH2:1])=[C:3]2[C:10]([C:11]2[CH:16]=[CH:15][C:14]([O:17][C:18]3[CH:19]=[CH:20][CH:21]=[CH:22][CH:23]=3)=[CH:13][C:12]=2[F:24])=[N:9]1. The yield is 0.900. (2) The reactants are [O:1]1[CH:5]=[CH:4][CH2:3][CH:2]1[C:6]1[CH:7]=[C:8]([CH:11]=[CH:12][CH:13]=1)[CH:9]=[O:10].N1C(C)=CC=CC=1C.[H][H]. The catalyst is [Pd].C1COCC1. The product is [O:1]1[CH2:5][CH2:4][CH2:3][CH:2]1[C:6]1[CH:7]=[C:8]([CH2:9][OH:10])[CH:11]=[CH:12][CH:13]=1. The yield is 0.700. (3) The reactants are Cl[P:2]([CH3:4])[CH3:3].[C:5]1([Li])[C:17]2[CH2:16][C:15]3[C:10](=[CH:11][CH:12]=[CH:13][CH:14]=3)[C:9]=2[CH:8]=[CH:7][CH:6]=1. The catalyst is CCCCC. The product is [CH3:3][P:2]([CH3:4])[CH:16]1[C:17]2[CH:5]=[CH:6][CH:7]=[CH:8][C:9]=2[C:10]2[C:15]1=[CH:14][CH:13]=[CH:12][CH:11]=2. The yield is 0.996. (4) The reactants are C([O:3][CH:4]1[CH:8]([NH:9][C:10]([CH:12]2[N:16]3[C:17](=[O:36])[CH:18]([NH:23][C:24]([C:26]4[C:35]5[C:30](=[CH:31][CH:32]=[CH:33][CH:34]=5)[CH:29]=[CH:28][N:27]=4)=[O:25])[CH2:19][CH:20]=[CH:21][CH2:22][CH:15]3[CH2:14][CH2:13]2)=[O:11])[CH2:7][C:6](=[O:37])[O:5]1)C.FC(F)(F)C(O)=O. The catalyst is O. The product is [OH:3][CH:4]1[CH:8]([NH:9][C:10]([C@H:12]2[N:16]3[C:17](=[O:36])[C@@H:18]([NH:23][C:24]([C:26]4[C:35]5[C:30](=[CH:31][CH:32]=[CH:33][CH:34]=5)[CH:29]=[CH:28][N:27]=4)=[O:25])[CH2:19][CH:20]=[CH:21][CH2:22][C@@H:15]3[CH2:14][CH2:13]2)=[O:11])[CH2:7][C:6](=[O:37])[O:5]1. The yield is 0.780. (5) The reactants are [F:1][C:2]1[CH:7]=[CH:6][C:5]([NH:8][C:9]([C:11]2([C:14]([NH:16][C:17]3[CH:22]=[CH:21][C:20]([O:23][C:24]4[C:33]5[C:28](=[CH:29][C:30]([OH:36])=[C:31]([O:34][CH3:35])[CH:32]=5)[N:27]=[CH:26][CH:25]=4)=[C:19]([F:37])[CH:18]=3)=[O:15])[CH2:13][CH2:12]2)=[O:10])=[CH:4][CH:3]=1.[CH2:38]([N:40]([CH2:44][CH3:45])[CH2:41][CH2:42]O)[CH3:39].C1C=CC(P(C2C=CC=CC=2)C2C=CC=CC=2)=CC=1.CC(OC(/N=N/C(OC(C)C)=O)=O)C. The catalyst is C(Cl)Cl. The product is [CH2:38]([N:40]([CH2:44][CH3:45])[CH2:41][CH2:42][O:36][C:30]1[CH:29]=[C:28]2[C:33]([C:24]([O:23][C:20]3[CH:21]=[CH:22][C:17]([NH:16][C:14]([C:11]4([C:9]([NH:8][C:5]5[CH:6]=[CH:7][C:2]([F:1])=[CH:3][CH:4]=5)=[O:10])[CH2:12][CH2:13]4)=[O:15])=[CH:18][C:19]=3[F:37])=[CH:25][CH:26]=[N:27]2)=[CH:32][C:31]=1[O:34][CH3:35])[CH3:39]. The yield is 0.340. (6) The reactants are [C:1]([O:5][C:6]([N:8]1[CH2:13][CH2:12][CH:11]([C:14](=O)[C:15]2[CH:20]=[CH:19][CH:18]=[C:17]([O:21][CH3:22])[C:16]=2[F:23])[CH2:10][CH2:9]1)=[O:7])([CH3:4])([CH3:3])[CH3:2].Cl.[NH2:26][OH:27].N1C=CC=CC=1. The catalyst is O. The product is [C:1]([O:5][C:6]([N:8]1[CH2:13][CH2:12][CH:11]([C:14]([C:15]2[CH:20]=[CH:19][CH:18]=[C:17]([O:21][CH3:22])[C:16]=2[F:23])=[N:26][OH:27])[CH2:10][CH2:9]1)=[O:7])([CH3:4])([CH3:3])[CH3:2]. The yield is 0.960.